From a dataset of Peptide-MHC class I binding affinity with 185,985 pairs from IEDB/IMGT. Regression. Given a peptide amino acid sequence and an MHC pseudo amino acid sequence, predict their binding affinity value. This is MHC class I binding data. (1) The peptide sequence is RSRPSGDLR. The MHC is HLA-B27:05 with pseudo-sequence HLA-B27:05. The binding affinity (normalized) is 0.174. (2) The peptide sequence is YLEGTRTLL. The MHC is HLA-B15:01 with pseudo-sequence HLA-B15:01. The binding affinity (normalized) is 0.0847. (3) The peptide sequence is EVFEIIRSY. The MHC is HLA-A31:01 with pseudo-sequence HLA-A31:01. The binding affinity (normalized) is 0.0847.